This data is from Reaction yield outcomes from USPTO patents with 853,638 reactions. The task is: Predict the reaction yield, written as a fraction of the theoretical maximum amount of product (1.0 means a 100% yield; for example, 0.34 means a 34% yield). (1) The reactants are [Cl:1][C:2]1[N:7]=[CH:6][C:5]([CH2:8][OH:9])=[CH:4][CH:3]=1.C(N(CC)CC)C.[CH3:17][S:18](Cl)(=[O:20])=[O:19]. The catalyst is ClCCl. The product is [CH3:17][S:18]([O:9][CH2:8][C:5]1[CH:6]=[N:7][C:2]([Cl:1])=[CH:3][CH:4]=1)(=[O:20])=[O:19]. The yield is 0.880. (2) The reactants are [Cl:1][C:2]1[CH:7]=[C:6]([N+:8]([O-])=O)[C:5]([S:11][CH3:12])=[CH:4][C:3]=1[O:13][CH3:14].C(O)(=O)C.C([O-])([O-])=O.[Na+].[Na+]. The catalyst is O.[Fe]. The product is [Cl:1][C:2]1[C:3]([O:13][CH3:14])=[CH:4][C:5]([S:11][CH3:12])=[C:6]([CH:7]=1)[NH2:8]. The yield is 0.710.